From a dataset of NCI-60 drug combinations with 297,098 pairs across 59 cell lines. Regression. Given two drug SMILES strings and cell line genomic features, predict the synergy score measuring deviation from expected non-interaction effect. (1) Drug 1: CC1C(C(CC(O1)OC2CC(CC3=C2C(=C4C(=C3O)C(=O)C5=C(C4=O)C(=CC=C5)OC)O)(C(=O)CO)O)N)O.Cl. Drug 2: COC1=C2C(=CC3=C1OC=C3)C=CC(=O)O2. Cell line: SK-OV-3. Synergy scores: CSS=2.21, Synergy_ZIP=8.20, Synergy_Bliss=6.68, Synergy_Loewe=2.77, Synergy_HSA=3.23. (2) Cell line: OVCAR-5. Drug 1: C1CCC(CC1)NC(=O)N(CCCl)N=O. Synergy scores: CSS=6.35, Synergy_ZIP=-2.58, Synergy_Bliss=0.520, Synergy_Loewe=-5.21, Synergy_HSA=-1.38. Drug 2: CN1C2=C(C=C(C=C2)N(CCCl)CCCl)N=C1CCCC(=O)O.Cl. (3) Cell line: SF-268. Synergy scores: CSS=68.0, Synergy_ZIP=0.473, Synergy_Bliss=-1.96, Synergy_Loewe=-26.6, Synergy_HSA=-1.91. Drug 2: CC1C(C(CC(O1)OC2CC(OC(C2O)C)OC3=CC4=CC5=C(C(=O)C(C(C5)C(C(=O)C(C(C)O)O)OC)OC6CC(C(C(O6)C)O)OC7CC(C(C(O7)C)O)OC8CC(C(C(O8)C)O)(C)O)C(=C4C(=C3C)O)O)O)O. Drug 1: CC=C1C(=O)NC(C(=O)OC2CC(=O)NC(C(=O)NC(CSSCCC=C2)C(=O)N1)C(C)C)C(C)C. (4) Drug 1: CC(CN1CC(=O)NC(=O)C1)N2CC(=O)NC(=O)C2. Drug 2: CS(=O)(=O)OCCCCOS(=O)(=O)C. Cell line: SN12C. Synergy scores: CSS=30.6, Synergy_ZIP=-0.663, Synergy_Bliss=2.57, Synergy_Loewe=-1.46, Synergy_HSA=3.81. (5) Cell line: ACHN. Synergy scores: CSS=50.4, Synergy_ZIP=-8.79, Synergy_Bliss=-12.0, Synergy_Loewe=-22.1, Synergy_HSA=-8.33. Drug 1: C1=CN(C(=O)N=C1N)C2C(C(C(O2)CO)O)O.Cl. Drug 2: C1=NC(=NC(=O)N1C2C(C(C(O2)CO)O)O)N. (6) Drug 1: CN(C(=O)NC(C=O)C(C(C(CO)O)O)O)N=O. Drug 2: C1C(C(OC1N2C=NC3=C2NC=NCC3O)CO)O. Cell line: MCF7. Synergy scores: CSS=-1.26, Synergy_ZIP=1.38, Synergy_Bliss=0.382, Synergy_Loewe=-1.63, Synergy_HSA=-1.88. (7) Drug 1: CC(C1=C(C=CC(=C1Cl)F)Cl)OC2=C(N=CC(=C2)C3=CN(N=C3)C4CCNCC4)N. Drug 2: CN(CC1=CN=C2C(=N1)C(=NC(=N2)N)N)C3=CC=C(C=C3)C(=O)NC(CCC(=O)O)C(=O)O. Cell line: T-47D. Synergy scores: CSS=-0.110, Synergy_ZIP=2.79, Synergy_Bliss=3.68, Synergy_Loewe=0.109, Synergy_HSA=-0.280.